This data is from Forward reaction prediction with 1.9M reactions from USPTO patents (1976-2016). The task is: Predict the product of the given reaction. (1) Given the reactants [F:1][C:2]1[CH:7]=[CH:6][C:5]([C@H:8]2[CH2:13][N:12]([CH2:14][C:15]3[CH:20]=[CH:19][CH:18]=[CH:17][CH:16]=3)[C:11](=O)[CH2:10][O:9]2)=[CH:4][CH:3]=1.[H-].[Al+3].[Li+].[H-].[H-].[H-], predict the reaction product. The product is: [F:1][C:2]1[CH:3]=[CH:4][C:5]([C@@H:8]2[O:9][CH2:10][CH2:11][N:12]([CH2:14][C:15]3[CH:16]=[CH:17][CH:18]=[CH:19][CH:20]=3)[CH2:13]2)=[CH:6][CH:7]=1. (2) Given the reactants [NH2:1][C:2]1[CH:3]=[C:4]([CH:8]=[CH:9][CH:10]=1)[C:5]([NH2:7])=[O:6].[CH3:11][O:12][C:13]1[CH:14]=[C:15](B(O)O)[CH:16]=[CH:17][C:18]=1[O:19][CH3:20].O.[C:25]([OH:29])(=[O:28])[CH:26]=O, predict the reaction product. The product is: [C:5]([C:4]1[CH:3]=[C:2]([NH:1][CH:26]([C:15]2[CH:16]=[CH:17][C:18]([O:19][CH3:20])=[C:13]([O:12][CH3:11])[CH:14]=2)[C:25]([OH:29])=[O:28])[CH:10]=[CH:9][CH:8]=1)(=[O:6])[NH2:7]. (3) Given the reactants [F:1][C:2]1[CH:7]=[CH:6][C:5]([NH:8][C:9]([C@H:11]2[CH2:15][CH2:14][N:13]([C:16](=[O:20])[C:17]([O-:19])=[O:18])[C@H:12]2[CH3:21])=[O:10])=[CH:4][C:3]=1[CH3:22].[OH-].[Na+], predict the reaction product. The product is: [F:1][C:2]1[CH:7]=[CH:6][C:5]([NH:8][C:9]([C@H:11]2[CH2:15][CH2:14][N:13]([C:16](=[O:20])[C:17]([OH:19])=[O:18])[C@H:12]2[CH3:21])=[O:10])=[CH:4][C:3]=1[CH3:22].